Dataset: Catalyst prediction with 721,799 reactions and 888 catalyst types from USPTO. Task: Predict which catalyst facilitates the given reaction. (1) Product: [NH2:1][C:4]1[CH:5]=[C:6]2[C:10](=[CH:11][CH:12]=1)[N:9]([CH2:13][CH:14]([OH:16])[CH3:15])[N:8]=[CH:7]2. Reactant: [N+:1]([C:4]1[CH:5]=[C:6]2[C:10](=[CH:11][CH:12]=1)[N:9]([CH2:13][CH:14]([OH:16])[CH3:15])[N:8]=[CH:7]2)([O-])=O. The catalyst class is: 43. (2) Reactant: [F:1][C:2]1[CH:7]=[CH:6][CH:5]=[C:4]([F:8])[C:3]=1[N:9]1[C:14]2[N:15]=[C:16](S(C)=O)[N:17]=[C:18]([C:19]3[CH:20]=[C:21]([CH:28]=[CH:29][C:30]=3[CH3:31])[C:22]([NH:24][CH:25]([CH3:27])[CH3:26])=[O:23])[C:13]=2[CH2:12][NH:11][C:10]1=[O:35].[NH:36]1[CH2:42][CH2:41][CH2:40][CH2:39][CH2:38][CH2:37]1. Product: [F:1][C:2]1[CH:7]=[CH:6][CH:5]=[C:4]([F:8])[C:3]=1[N:9]1[C:14]2[N:15]=[C:16]([N:36]3[CH2:42][CH2:41][CH2:40][CH2:39][CH2:38][CH2:37]3)[N:17]=[C:18]([C:19]3[CH:20]=[C:21]([CH:28]=[CH:29][C:30]=3[CH3:31])[C:22]([NH:24][CH:25]([CH3:27])[CH3:26])=[O:23])[C:13]=2[CH2:12][NH:11][C:10]1=[O:35]. The catalyst class is: 2. (3) Reactant: [OH:1][C:2]1[CH:12]=[CH:11][C:5]([C:6]([O:8][CH2:9][CH3:10])=[O:7])=[CH:4][CH:3]=1.O[CH:14]1[CH2:19][CH2:18][O:17][CH2:16][CH2:15]1.C1(P(C2C=CC=CC=2)C2C=CC=CC=2)C=CC=CC=1.N(C(OC(C)C)=O)=NC(OC(C)C)=O. Product: [O:17]1[CH2:18][CH2:19][CH:14]([O:1][C:2]2[CH:3]=[CH:4][C:5]([C:6]([O:8][CH2:9][CH3:10])=[O:7])=[CH:11][CH:12]=2)[CH2:15][CH2:16]1. The catalyst class is: 1. (4) Reactant: [OH:1][CH:2]([CH2:14][CH2:15][CH2:16][CH3:17])[C:3]#[C:4][C:5]1[CH:10]=[CH:9][C:8]([F:11])=[C:7]([F:12])[C:6]=1[F:13].[H][H]. Product: [OH:1][CH:2]([CH2:14][CH2:15][CH2:16][CH3:17])[CH2:3][CH2:4][C:5]1[CH:10]=[CH:9][C:8]([F:11])=[C:7]([F:12])[C:6]=1[F:13]. The catalyst class is: 586. (5) Reactant: [CH2:1]([C:3]1[C:30]([F:31])=[C:29]([S:32]([CH3:35])(=[O:34])=[O:33])[CH:28]=[CH:27][C:4]=1[C:5]([N:7]1[CH2:13][C:12]2[CH:14]=[C:15]([C:18]3[CH:26]=[CH:25][C:21]([C:22]([OH:24])=O)=[CH:20][CH:19]=3)[CH:16]=[CH:17][C:11]=2[O:10][CH2:9][CH2:8]1)=[O:6])[CH3:2].[C:36]1([NH2:43])[CH:41]=[CH:40][CH:39]=[CH:38][C:37]=1[NH2:42].CCN(C(C)C)C(C)C.CN(C(ON1N=NC2C=CC=NC1=2)=[N+](C)C)C.F[P-](F)(F)(F)(F)F. Product: [NH2:42][C:37]1[CH:38]=[CH:39][CH:40]=[CH:41][C:36]=1[NH:43][C:22](=[O:24])[C:21]1[CH:25]=[CH:26][C:18]([C:15]2[CH:16]=[CH:17][C:11]3[O:10][CH2:9][CH2:8][N:7]([C:5](=[O:6])[C:4]4[CH:27]=[CH:28][C:29]([S:32]([CH3:35])(=[O:34])=[O:33])=[C:30]([F:31])[C:3]=4[CH2:1][CH3:2])[CH2:13][C:12]=3[CH:14]=2)=[CH:19][CH:20]=1. The catalyst class is: 3.